This data is from Forward reaction prediction with 1.9M reactions from USPTO patents (1976-2016). The task is: Predict the product of the given reaction. (1) Given the reactants C(OC([N:8]1[CH2:13][CH2:12][CH:11]([N:14]([C:18]([C:20]2[CH:21]=[N:22][C:23](Cl)=[N:24][CH:25]=2)=[O:19])[CH:15]2[CH2:17][CH2:16]2)[CH2:10][CH2:9]1)=O)(C)(C)C.[CH2:27]([C:29]1[NH:30][CH:31]=[CH:32][N:33]=1)[CH3:28], predict the reaction product. The product is: [CH:15]1([N:14]([CH:11]2[CH2:12][CH2:13][NH:8][CH2:9][CH2:10]2)[C:18]([C:20]2[CH:25]=[N:24][C:23]([N:30]3[CH:31]=[CH:32][N:33]=[C:29]3[CH2:27][CH3:28])=[N:22][CH:21]=2)=[O:19])[CH2:17][CH2:16]1. (2) The product is: [C:12]([NH:1][C:2]1[CH:3]=[CH:4][C:5]([C:8]([O:10][CH3:11])=[O:9])=[CH:6][N:7]=1)(=[O:14])[CH3:13]. Given the reactants [NH2:1][C:2]1[N:7]=[CH:6][C:5]([C:8]([O:10][CH3:11])=[O:9])=[CH:4][CH:3]=1.[C:12](OC(=O)C)(=[O:14])[CH3:13], predict the reaction product. (3) Given the reactants N1(C2N=[C:9]([CH2:16][CH2:17][CH2:18][NH2:19])[C:10]3SC[CH2:13][C:11]=3N=2)CCNCC1.[CH2:20]([NH:23][C:24]1[C:25]2[S:47][CH2:46][CH2:45][C:26]=2[N:27]=[C:28]([N:30]2[CH2:35][CH2:34][N:33](C3C=C(C=CC=3)C(O)=O)[CH2:32][CH2:31]2)[N:29]=1)[CH2:21][CH3:22].CC1(C)C2C(=C(P(C3C=CC=CC=3)C3C=CC=CC=3)C=CC=2)OC2C(P(C3C=CC=CC=3)C3C=CC=CC=3)=CC=CC1=2.C(=O)([O-])[O-].[Cs+].[Cs+], predict the reaction product. The product is: [CH2:20]([NH:23][C:24]1[C:25]2[S:47][CH2:46][CH2:45][C:26]=2[N:27]=[C:28]([N:30]2[CH2:35][CH2:34][N:33]([C:10]3[CH:9]=[CH:16][C:17]([C:18]#[N:19])=[CH:13][CH:11]=3)[CH2:32][CH2:31]2)[N:29]=1)[CH2:21][CH3:22].